From a dataset of Full USPTO retrosynthesis dataset with 1.9M reactions from patents (1976-2016). Predict the reactants needed to synthesize the given product. (1) Given the product [N:7]1[CH:8]=[CH:9][CH:10]=[CH:11][C:6]=1[C:4]1[N:21]=[C:19]([NH:18][C:13]2[CH:14]=[CH:15][CH:16]=[CH:17][C:12]=2[CH3:22])[S:20][CH:3]=1, predict the reactants needed to synthesize it. The reactants are: Br.Br[CH2:3][C:4]([C:6]1[CH:11]=[CH:10][CH:9]=[CH:8][N:7]=1)=O.[C:12]1([CH3:22])[CH:17]=[CH:16][CH:15]=[CH:14][C:13]=1[NH:18][C:19]([NH2:21])=[S:20]. (2) Given the product [Cl:1][C:2]1[S:6][C:5]([C:7]([NH:17][C@@H:18]([CH2:31][C:32]2[CH:37]=[CH:36][CH:35]=[C:34]([F:38])[CH:33]=2)[CH2:19][N:20]2[C:28](=[O:29])[C:27]3[C:22](=[CH:23][CH:24]=[CH:25][CH:26]=3)[C:21]2=[O:30])=[O:9])=[CH:4][C:3]=1[C:10]1[N:14]([CH3:15])[N:13]=[CH:12][C:11]=1[CH3:16], predict the reactants needed to synthesize it. The reactants are: [Cl:1][C:2]1[S:6][C:5]([C:7]([OH:9])=O)=[CH:4][C:3]=1[C:10]1[N:14]([CH3:15])[N:13]=[CH:12][C:11]=1[CH3:16].[NH2:17][C@@H:18]([CH2:31][C:32]1[CH:37]=[CH:36][CH:35]=[C:34]([F:38])[CH:33]=1)[CH2:19][N:20]1[C:28](=[O:29])[C:27]2[C:22](=[CH:23][CH:24]=[CH:25][CH:26]=2)[C:21]1=[O:30].C(N(CC)C(C)C)(C)C.C1CN([P+](Br)(N2CCCC2)N2CCCC2)CC1.F[P-](F)(F)(F)(F)F. (3) Given the product [Br:1][C:2]1[S:3][C:4]2[N:9]=[C:8]([C:10]([NH2:15])=[O:12])[CH2:7][C:5]=2[N:6]=1, predict the reactants needed to synthesize it. The reactants are: [Br:1][C:2]1[S:3][C:4]2[N:9]=[C:8]([C:10]([OH:12])=O)[CH2:7][C:5]=2[N:6]=1.CC[N:15](C(C)C)C(C)C.C(Cl)CCl.C1C=CC2N(O)N=NC=2C=1.[NH4+].[Cl-]. (4) Given the product [F:1][C:2]1[C:7]([CH3:8])=[CH:6][N:5]=[C:4]2[NH:9][CH:10]=[C:11]([NH:12][C:34]([C:32]3[CH:31]=[N:30][N:29]([CH2:28][C:25]4[CH:24]=[CH:23][CH:13]=[CH:27][CH:26]=4)[CH:33]=3)=[O:36])[C:3]=12, predict the reactants needed to synthesize it. The reactants are: [F:1][C:2]1[C:7]([CH3:8])=[CH:6][N:5]=[C:4]2[NH:9][CH:10]=[C:11]([NH2:12])[C:3]=12.[CH3:13]CN(C(C)C)C(C)C.N1[CH:27]=[CH:26][C:25]([CH2:28][N:29]2[CH:33]=[C:32]([C:34]([OH:36])=O)[CH:31]=[N:30]2)=[CH:24][CH:23]=1.CN(C(ON1N=NC2C=CC=NC1=2)=[N+](C)C)C.F[P-](F)(F)(F)(F)F. (5) Given the product [CH3:8][O:9][CH:10]([O:13][CH3:14])[CH2:11][NH:12][CH2:6][C:2]1[S:1][CH:5]=[CH:4][CH:3]=1, predict the reactants needed to synthesize it. The reactants are: [S:1]1[CH:5]=[CH:4][CH:3]=[C:2]1[CH:6]=O.[CH3:8][O:9][CH:10]([O:13][CH3:14])[CH2:11][NH2:12].O.C1(C)C=CC(S(O)(=O)=O)=CC=1.[BH4-].[Na+]. (6) Given the product [CH3:16][O:15][C:10]1[CH:11]=[C:12]2[C:7](=[CH:8][CH:9]=1)[C:6]1=[CH:17][C:2]([NH:19][C:20]3[CH:21]=[C:22]([C:28]4[CH:29]=[CH:30][CH:31]=[CH:32][CH:33]=4)[CH:23]=[CH:24][C:25]=3[O:26][CH3:27])=[N:3][C:4](=[O:18])[N:5]1[CH2:14][CH2:13]2, predict the reactants needed to synthesize it. The reactants are: Cl[C:2]1[CH:17]=[C:6]2[C:7]3[C:12]([CH2:13][CH2:14][N:5]2[C:4](=[O:18])[N:3]=1)=[CH:11][C:10]([O:15][CH3:16])=[CH:9][CH:8]=3.[NH2:19][C:20]1[CH:21]=[C:22]([C:28]2[CH:33]=[CH:32][CH:31]=[CH:30][CH:29]=2)[CH:23]=[CH:24][C:25]=1[O:26][CH3:27].